The task is: Predict the reaction yield, written as a fraction of the theoretical maximum amount of product (1.0 means a 100% yield; for example, 0.34 means a 34% yield).. This data is from Reaction yield outcomes from USPTO patents with 853,638 reactions. (1) The reactants are [CH2:1]([O:8][C:9]([NH:11][C:12]1[C:13]([C:30]([OH:32])=O)=[N:14][C:15]2[C:20]([CH:21]=1)=[CH:19][CH:18]=[C:17]([N:22]1[CH2:27][CH2:26][N:25]([CH3:28])[C:24](=[O:29])[CH2:23]1)[CH:16]=2)=[O:10])[C:2]1[CH:7]=[CH:6][CH:5]=[CH:4][CH:3]=1.[NH2:33][C:34]1[CH:35]=[N:36][CH:37]=[CH:38][C:39]=1[N:40]1[CH2:45][C@H:44]([CH3:46])[C@@H:43]([O:47][Si](C(C)(C)C)(C)C)[C@H:42]([NH:55]C(=O)OC(C)(C)C)[CH2:41]1.CN(C(ON1N=NC2C=CC=NC1=2)=[N+](C)C)C.F[P-](F)(F)(F)(F)F.CCN(C(C)C)C(C)C. The catalyst is CN(C=O)C.CCOC(C)=O.[OH-].[Na+]. The product is [CH2:1]([O:8][C:9](=[O:10])[NH:11][C:12]1[C:13]([C:30]([NH:33][C:34]2[CH:35]=[N:36][CH:37]=[CH:38][C:39]=2[N:40]2[CH2:45][C@H:44]([CH3:46])[C@@H:43]([OH:47])[C@H:42]([NH2:55])[CH2:41]2)=[O:32])=[N:14][C:15]2[C:20]([CH:21]=1)=[CH:19][CH:18]=[C:17]([N:22]1[CH2:27][CH2:26][N:25]([CH3:28])[C:24](=[O:29])[CH2:23]1)[CH:16]=2)[C:2]1[CH:7]=[CH:6][CH:5]=[CH:4][CH:3]=1. The yield is 0.400. (2) The reactants are [CH3:1][O:2][C:3]([C:5]1[CH:9]=[C:8]([C:10]2[CH:15]=[CH:14][CH:13]=[C:12]([CH2:16][CH2:17][C:18](=[O:20])[CH3:19])[CH:11]=2)[O:7][N:6]=1)=[O:4].[BH4-].[Na+]. The catalyst is CO. The product is [OH:20][CH:18]([CH3:19])[CH2:17][CH2:16][C:12]1[CH:11]=[C:10]([C:8]2[O:7][N:6]=[C:5]([C:3]([O:2][CH3:1])=[O:4])[CH:9]=2)[CH:15]=[CH:14][CH:13]=1. The yield is 0.990. (3) The product is [CH:20]1([N:17]2[CH2:18][CH2:19][N:14]([C:11]3([CH2:23][N:24]4[CH2:32][C:31]5[C:26](=[CH:27][CH:28]=[CH:29][CH:30]=5)[C:25]4=[O:33])[CH2:12][CH2:13][NH:8][CH2:9][CH2:10]3)[CH2:15][CH2:16]2)[CH2:21][CH2:22]1. The catalyst is C(O)C.[OH-].[OH-].[Pd+2]. The yield is 0.600. The reactants are C([N:8]1[CH2:13][CH2:12][C:11]([CH2:23][N:24]2[CH2:32][C:31]3[C:26](=[CH:27][CH:28]=[CH:29][CH:30]=3)[C:25]2=[O:33])([N:14]2[CH2:19][CH2:18][N:17]([CH:20]3[CH2:22][CH2:21]3)[CH2:16][CH2:15]2)[CH2:10][CH2:9]1)C1C=CC=CC=1.C(O)(=O)C.[H][H].